From a dataset of Microsomal clearance measurements from AstraZeneca. Regression/Classification. Given a drug SMILES string, predict its absorption, distribution, metabolism, or excretion properties. Task type varies by dataset: regression for continuous measurements (e.g., permeability, clearance, half-life) or binary classification for categorical outcomes (e.g., BBB penetration, CYP inhibition). For this dataset (clearance_microsome_az), we predict log10(clearance) (log10 of the in vitro intrinsic clearance, CLint, in uL/min per mg of human liver microsomal protein, equivalently mL/min/g; values are censored to the assay range of 3 to 150, which is 0.477 to 2.18 on this log10 scale). (1) The compound is Nc1nc(Nc2ccc(F)c(Cl)c2)c2nc[nH]c2n1. The log10(clearance) is 1.18. (2) The molecule is O=C(NCC12CC3CC(CC(C3)C1)C2)c1ccccc1Cl. The log10(clearance) is 1.84. (3) The drug is Cc1cc(F)ccc1OC1CCN(CC2CCN([C@@H](Cc3ccc(F)cc3)C(=O)O)CC2)CC1. The log10(clearance) is 0.480. (4) The compound is CCN(C(=O)Cc1ccc(S(C)(=O)=O)cc1)C1CCN(CC[C@@H](c2ccccc2)N2CCN(S(=O)(=O)C(F)(F)F)CC2)CC1. The log10(clearance) is 1.26. (5) The drug is Cc1nccn1CC1CCc2c(c3ccccc3n2C)C1=O. The log10(clearance) is 0.810. (6) The log10(clearance) is 2.02. The compound is COc1cnc(-c2ccccn2)nc1N(C)c1ccccc1. (7) The drug is Cc1ccc(-c2nnc(SCC(=O)N3CCN(c4ccccc4)CC3)o2)cc1. The log10(clearance) is 2.18.